This data is from Full USPTO retrosynthesis dataset with 1.9M reactions from patents (1976-2016). The task is: Predict the reactants needed to synthesize the given product. (1) The reactants are: [F:1][C:2]1[CH:20]=[C:19]([C:21]([F:24])([F:23])[F:22])[CH:18]=[CH:17][C:3]=1[C:4]([NH:6][CH2:7][CH2:8][N:9]1[CH:13]=[C:12]([C:14]([OH:16])=O)[N:11]=[N:10]1)=[O:5].Cl.[NH2:26][CH:27]([C:30]1[CH:35]=[CH:34][C:33]([CH:36]2[CH2:38][CH2:37]2)=[CH:32][CH:31]=1)[C:28]#[N:29]. Given the product [C:28]([CH:27]([NH:26][C:14]([C:12]1[N:11]=[N:10][N:9]([CH2:8][CH2:7][NH:6][C:4](=[O:5])[C:3]2[CH:17]=[CH:18][C:19]([C:21]([F:24])([F:23])[F:22])=[CH:20][C:2]=2[F:1])[CH:13]=1)=[O:16])[C:30]1[CH:35]=[CH:34][C:33]([CH:36]2[CH2:37][CH2:38]2)=[CH:32][CH:31]=1)#[N:29], predict the reactants needed to synthesize it. (2) Given the product [ClH:46].[CH3:31][O:32][C:33]1[CH:40]=[CH:39][C:36]([CH2:37][N:9]([CH2:8][CH:7]([C:1]2[CH:2]=[CH:3][CH:4]=[CH:5][CH:6]=2)[C:25]2[CH:26]=[CH:27][CH:28]=[CH:29][CH:30]=2)[CH2:10][CH2:11][C@@H:12]([CH3:24])[O:13][C:14]2[CH:15]=[C:16]([CH2:20][C:21]([OH:23])=[O:22])[CH:17]=[CH:18][CH:19]=2)=[CH:35][CH:34]=1, predict the reactants needed to synthesize it. The reactants are: [C:1]1([CH:7]([C:25]2[CH:30]=[CH:29][CH:28]=[CH:27][CH:26]=2)[CH2:8][NH:9][CH2:10][CH2:11][C@@H:12]([CH3:24])[O:13][C:14]2[CH:15]=[C:16]([CH2:20][C:21]([OH:23])=[O:22])[CH:17]=[CH:18][CH:19]=2)[CH:6]=[CH:5][CH:4]=[CH:3][CH:2]=1.[CH3:31][O:32][C:33]1[CH:40]=[CH:39][C:36]([CH:37]=O)=[CH:35][CH:34]=1.COC(=O)C.[Cl:46]C1C(C(F)(F)F)=CC=CC=1C=O.Cl.CCOCC. (3) Given the product [CH3:1][O:2][C:3]1[C:4]([CH3:17])=[C:5]2[C:10](=[CH:11][C:12]=1[CH3:13])[N:9]([CH2:19][C:20]1[CH:29]=[CH:28][C:27]3[C:22](=[CH:23][CH:24]=[CH:25][CH:26]=3)[N:21]=1)[C:8]1([CH2:14][CH2:15][CH2:16]1)[CH2:7][CH2:6]2, predict the reactants needed to synthesize it. The reactants are: [CH3:1][O:2][C:3]1[C:4]([CH3:17])=[C:5]2[C:10](=[CH:11][C:12]=1[CH3:13])[NH:9][C:8]1([CH2:16][CH2:15][CH2:14]1)[CH2:7][CH2:6]2.Cl[CH2:19][C:20]1[CH:29]=[CH:28][C:27]2[C:22](=[CH:23][CH:24]=[CH:25][CH:26]=2)[N:21]=1.C([O-])([O-])=O.[K+].[K+].[I-].[Na+]. (4) Given the product [Br:1][C:2]1[CH:7]=[CH:6][C:5]([C:8]2[N:12]([CH:13]3[CH2:17][CH2:16][CH2:15][CH2:14]3)[N:11]=[CH:10][CH:9]=2)=[C:4]([CH:3]=1)[NH2:18], predict the reactants needed to synthesize it. The reactants are: [Br:1][C:2]1[CH:7]=[CH:6][C:5]([C:8]2[N:12]([CH:13]3[CH2:17][CH2:16][CH2:15][CH2:14]3)[N:11]=[CH:10][CH:9]=2)=[C:4]([N+:18]([O-])=O)[CH:3]=1.O1CCCC1.C(O)C.[Cl-].[NH4+].